From a dataset of Full USPTO retrosynthesis dataset with 1.9M reactions from patents (1976-2016). Predict the reactants needed to synthesize the given product. (1) The reactants are: C[O:2][C:3](=O)[CH2:4][C:5]1[CH:6]=[C:7]2[C:12](=[CH:13][CH:14]=1)[N:11]=[C:10]([Cl:15])[CH:9]=[CH:8]2.[NH2:17][NH2:18]. Given the product [Cl:15][C:10]1[CH:9]=[CH:8][C:7]2[C:12](=[CH:13][CH:14]=[C:5]([CH2:4][C:3]([NH:17][NH2:18])=[O:2])[CH:6]=2)[N:11]=1, predict the reactants needed to synthesize it. (2) Given the product [C:19]([C:2]1[CH:3]=[CH:4][CH:5]=[C:6]2[C:10]=1[N:9]([CH2:11][CH2:12][O:13][CH3:14])[CH:8]=[C:7]2[C:15]([OH:17])=[O:16])#[N:20], predict the reactants needed to synthesize it. The reactants are: Br[C:2]1[CH:3]=[CH:4][CH:5]=[C:6]2[C:10]=1[N:9]([CH2:11][CH2:12][O:13][CH3:14])[CH:8]=[C:7]2[C:15]([OH:17])=[O:16].[Cu](C#N)[C:19]#[N:20]. (3) Given the product [C:9]([O:13][C:14](=[O:55])[C:15]([O:18]/[N:19]=[C:20](/[C:42]1[N:43]=[C:44]([NH:47][C:48]([O:50][C:51]([CH3:54])([CH3:53])[CH3:52])=[O:49])[S:45][CH:46]=1)\[C:21]([NH:23][C@@H:24]1[C:27](=[O:28])[N:26]([S:3]([O-:6])(=[O:5])=[O:4])[C@@H:25]1[CH2:29][N:30]1[CH:34]=[C:33]([C:35]2[CH:36]=[CH:37][N+:38]([CH3:41])=[CH:39][CH:40]=2)[N:32]=[N:31]1)=[O:22])([CH3:16])[CH3:17])([CH3:10])([CH3:11])[CH3:12], predict the reactants needed to synthesize it. The reactants are: FC(F)(F)[S:3]([O-:6])(=[O:5])=[O:4].[C:9]([O:13][C:14](=[O:55])[C:15]([O:18]/[N:19]=[C:20](/[C:42]1[N:43]=[C:44]([NH:47][C:48]([O:50][C:51]([CH3:54])([CH3:53])[CH3:52])=[O:49])[S:45][CH:46]=1)\[C:21]([NH:23][C@@H:24]1[C:27](=[O:28])[NH:26][C@@H:25]1[CH2:29][N:30]1[CH:34]=[C:33]([C:35]2[CH:40]=[CH:39][N+:38]([CH3:41])=[CH:37][CH:36]=2)[N:32]=[N:31]1)=[O:22])([CH3:17])[CH3:16])([CH3:12])([CH3:11])[CH3:10]. (4) Given the product [CH2:17]([N:14]([CH2:15][CH3:16])[CH2:13][CH2:12][NH:11][C:3]1[CH:2]=[CH:7][C:6]([NH2:8])=[CH:5][CH:4]=1)[CH3:18], predict the reactants needed to synthesize it. The reactants are: Cl[C:2]1[CH:7]=[C:6]([N+:8]([O-])=O)[CH:5]=[CH:4][C:3]=1[NH:11][CH2:12][CH2:13][N:14]([CH2:17][CH3:18])[CH2:15][CH3:16]. (5) Given the product [Cl:1][C:11]1[C:12]2[C:17](=[CH:16][CH:15]=[C:14]([O:18][C:19]3[CH:29]=[C:28]([F:30])[CH:27]=[CH:26][C:20]=3[C:21]([O:23][CH2:24][CH3:25])=[O:22])[CH:13]=2)[NH:9][CH:10]=1, predict the reactants needed to synthesize it. The reactants are: [Cl:1]N1C(=O)CCC1=O.[NH:9]1[C:17]2[C:12](=[CH:13][C:14]([O:18][C:19]3[CH:29]=[C:28]([F:30])[CH:27]=[CH:26][C:20]=3[C:21]([O:23][CH2:24][CH3:25])=[O:22])=[CH:15][CH:16]=2)[CH:11]=[CH:10]1. (6) Given the product [C:50]([CH2:53][CH2:54][C:55]1[CH:56]=[C:57](/[C:2](/[CH:27]=[CH:28]/[C:29]2[C:30]([CH3:47])([CH3:46])[C:31]3[C:32]([N:45]=2)=[N+:33]([CH2:38][CH2:39][CH2:40][S:41]([O-:44])(=[O:43])=[O:42])[CH:34]=[C:35]([Cl:37])[CH:36]=3)=[CH:3]\[CH:4]=[C:5]2\[N:6]([CH2:20][CH2:21][CH2:22][S:23]([O-:26])(=[O:25])=[O:24])[C:7]3[C:12]([C:13]\2([CH3:15])[CH3:14])=[CH:11][C:10]([S:16]([O-:19])(=[O:17])=[O:18])=[CH:9][CH:8]=3)[CH:58]=[CH:59][CH:60]=1)([OH:52])=[O:51].[Na+:48].[Na+:48], predict the reactants needed to synthesize it. The reactants are: Br/[C:2](/[CH:27]=[CH:28]/[C:29]1[C:30]([CH3:47])([CH3:46])[C:31]2[C:32]([N:45]=1)=[N+:33]([CH2:38][CH2:39][CH2:40][S:41]([O-:44])(=[O:43])=[O:42])[CH:34]=[C:35]([Cl:37])[CH:36]=2)=[CH:3]\[CH:4]=[C:5]1\[N:6]([CH2:20][CH2:21][CH2:22][S:23]([O-:26])(=[O:25])=[O:24])[C:7]2[C:12]([C:13]\1([CH3:15])[CH3:14])=[CH:11][C:10]([S:16]([O-:19])(=[O:18])=[O:17])=[CH:9][CH:8]=2.[Na+:48].[Na+].[C:50]([CH2:53][CH2:54][C:55]1[CH:56]=[C:57](B(O)O)[CH:58]=[CH:59][CH:60]=1)([OH:52])=[O:51].C(=O)([O-])[O-].[Cs+].[Cs+]. (7) Given the product [CH3:12][NH:13][CH2:14][CH2:15][O:16][C:4]1[CH:11]=[CH:10][CH:9]=[CH:8][C:5]=1[C:6]#[N:7], predict the reactants needed to synthesize it. The reactants are: [H-].[Na+].F[C:4]1[CH:11]=[CH:10][CH:9]=[CH:8][C:5]=1[C:6]#[N:7].[CH3:12][NH:13][CH2:14][CH2:15][OH:16].[H][H]. (8) Given the product [CH2:1]([O:3][C:4]([N:6]1[C:15]2[C:10](=[CH:11][C:12]([CH3:17])=[C:13]([CH3:16])[CH:14]=2)[N:9]([CH:18]([C:21]2[CH:26]=[C:25]([C:27]([F:28])([F:29])[F:30])[CH:24]=[C:23]([C:31]([F:34])([F:32])[F:33])[CH:22]=2)[CH2:19][O:20][CH3:39])[CH2:8][CH:7]1[CH2:35][CH3:36])=[O:5])[CH3:2], predict the reactants needed to synthesize it. The reactants are: [CH2:1]([O:3][C:4]([N:6]1[C:15]2[C:10](=[CH:11][C:12]([CH3:17])=[C:13]([CH3:16])[CH:14]=2)[N:9]([CH:18]([C:21]2[CH:26]=[C:25]([C:27]([F:30])([F:29])[F:28])[CH:24]=[C:23]([C:31]([F:34])([F:33])[F:32])[CH:22]=2)[CH2:19][OH:20])[CH2:8][CH:7]1[CH2:35][CH3:36])=[O:5])[CH3:2].[H-].[Na+].[CH3:39]I.